This data is from Full USPTO retrosynthesis dataset with 1.9M reactions from patents (1976-2016). The task is: Predict the reactants needed to synthesize the given product. (1) Given the product [F:20][C:16]1[C:17]([F:19])=[CH:18][C:13]([C:10]2[CH:11]=[CH:12][C:7]([O:6][CH2:5][C:4]3[CH:3]=[C:2]([N:34]4[CH2:38][CH2:37][CH2:36][C@H:35]4[CH2:39][C:40]([OH:42])=[O:41])[CH:25]=[CH:24][CH:23]=3)=[CH:8][CH:9]=2)=[C:14]([O:21][CH3:22])[CH:15]=1, predict the reactants needed to synthesize it. The reactants are: Br[C:2]1[CH:3]=[C:4]([CH:23]=[CH:24][CH:25]=1)[CH2:5][O:6][C:7]1[CH:12]=[CH:11][C:10]([C:13]2[CH:18]=[C:17]([F:19])[C:16]([F:20])=[CH:15][C:14]=2[O:21][CH3:22])=[CH:9][CH:8]=1.[I-].[Na+].C(=O)([O-])[O-].[Cs+].[Cs+].[NH:34]1[CH2:38][CH2:37][CH2:36][C@H:35]1[CH2:39][C:40]([OH:42])=[O:41]. (2) Given the product [CH2:11]([O:10][C:5]1[CH:4]=[CH:3][C:2]([CH2:14][O:13][CH3:18])=[CH:9][C:6]=1[C:7]#[N:8])[CH3:12], predict the reactants needed to synthesize it. The reactants are: Br[C:2]1[CH:3]=[CH:4][C:5]([O:10][CH2:11][CH3:12])=[C:6]([CH:9]=1)[C:7]#[N:8].[O:13]1[CH2:18]COC[CH2:14]1.COC[B-](F)(F)F.[K+].C(=O)([O-])[O-].[Cs+].[Cs+]. (3) The reactants are: [CH3:1][O:2][C:3]1[CH:4]=[C:5]([CH:9]([C:13]2[CH:18]=[CH:17][CH:16]=[CH:15][N:14]=2)[CH2:10][C:11]#[N:12])[CH:6]=[CH:7][CH:8]=1.Cl.N[CH2:21][CH2:22][SH:23]. Given the product [S:23]1[CH2:22][CH2:21][N:12]=[C:11]1[CH2:10][CH:9]([C:13]1[CH:18]=[CH:17][CH:16]=[CH:15][N:14]=1)[C:5]1[CH:6]=[CH:7][CH:8]=[C:3]([O:2][CH3:1])[CH:4]=1, predict the reactants needed to synthesize it. (4) Given the product [CH3:1][O:2][C:3](=[O:29])[CH2:4][C@H:5]1[C:9]2[CH:10]=[CH:11][C:12]([O:14][C@H:15]3[C:23]4[C:18](=[C:19]([CH2:36][C:35]5[CH:38]=[CH:39][C:32]([S:31][CH3:30])=[CH:33][CH:34]=5)[C:20]([C:24]([F:27])([F:26])[F:25])=[CH:21][CH:22]=4)[CH2:17][CH2:16]3)=[CH:13][C:8]=2[O:7][CH2:6]1, predict the reactants needed to synthesize it. The reactants are: [CH3:1][O:2][C:3](=[O:29])[CH2:4][C@H:5]1[C:9]2[CH:10]=[CH:11][C:12]([O:14][C@H:15]3[C:23]4[C:18](=[C:19](Br)[C:20]([C:24]([F:27])([F:26])[F:25])=[CH:21][CH:22]=4)[CH2:17][CH2:16]3)=[CH:13][C:8]=2[O:7][CH2:6]1.[CH3:30][S:31][C:32]1[CH:39]=[CH:38][C:35]([CH2:36]Br)=[CH:34][CH:33]=1. (5) Given the product [CH2:17]([N:13]1[CH2:14][CH2:15][CH2:16][C:11]2([CH2:10][C:9](=[O:28])[C:8]3[C:25](=[CH:26][CH:27]=[C:6](/[CH:5]=[CH:4]/[C:3]([OH:29])=[O:2])[CH:7]=3)[O:24]2)[CH2:12]1)[C:18]1[CH:19]=[CH:20][CH:21]=[CH:22][CH:23]=1, predict the reactants needed to synthesize it. The reactants are: C[O:2][C:3](=[O:29])/[CH:4]=[CH:5]/[C:6]1[CH:7]=[C:8]2[C:25](=[CH:26][CH:27]=1)[O:24][C:11]1([CH2:16][CH2:15][CH2:14][N:13]([CH2:17][C:18]3[CH:23]=[CH:22][CH:21]=[CH:20][CH:19]=3)[CH2:12]1)[CH2:10][C:9]2=[O:28].[OH-].[Na+]. (6) Given the product [O:1]1[C:5]2([CH2:10][CH2:9][C:8]([C:17]([O:19][CH2:20][CH3:21])=[O:18])([C:11]([O:13][CH2:14][CH3:15])=[O:12])[CH2:7][CH2:6]2)[O:4][CH2:3][CH2:2]1, predict the reactants needed to synthesize it. The reactants are: [O:1]1[C:5]2([CH2:10][CH2:9][CH:8]([C:11]([O:13][CH2:14][CH3:15])=[O:12])[CH2:7][CH2:6]2)[O:4][CH2:3][CH2:2]1.Cl[C:17]([O:19][CH2:20][CH3:21])=[O:18]. (7) Given the product [C:1]([O:9][C@H:10]1[C@H:14]([OH:15])[CH2:13][N:12]([C:16]([O:18][CH2:19][C:20]2[CH:25]=[CH:24][CH:23]=[CH:22][CH:21]=2)=[O:17])[C@@H:11]1[CH2:26][O:27][CH2:32][C:33]1[CH:38]=[CH:37][CH:36]=[CH:35][CH:34]=1)(=[O:8])[C:2]1[CH:7]=[CH:6][CH:5]=[CH:4][CH:3]=1, predict the reactants needed to synthesize it. The reactants are: [C:1]([O:9][C@H:10]1[C@H:14]([OH:15])[CH2:13][N:12]([C:16]([O:18][CH2:19][C:20]2[CH:25]=[CH:24][CH:23]=[CH:22][CH:21]=2)=[O:17])[C@@H:11]1[CH2:26][OH:27])(=[O:8])[C:2]1[CH:7]=[CH:6][CH:5]=[CH:4][CH:3]=1.ClC(Cl)(Cl)C(=N)O[CH2:32][C:33]1[CH:38]=[CH:37][CH:36]=[CH:35][CH:34]=1.FC(F)(F)S(O)(=O)=O.C(=O)([O-])O.[Na+].